Dataset: Catalyst prediction with 721,799 reactions and 888 catalyst types from USPTO. Task: Predict which catalyst facilitates the given reaction. (1) Reactant: [I:1]Cl.[N+:3]([C:6]1[CH:12]=[CH:11][CH:10]=[CH:9][C:7]=1[NH2:8])([O-:5])=[O:4]. Product: [N+:3]([C:6]1[CH:12]=[C:11]([I:1])[CH:10]=[CH:9][C:7]=1[NH2:8])([O-:5])=[O:4]. The catalyst class is: 15. (2) Reactant: Br[C:2]1[CH:7]=[CH:6][C:5]([O:8][CH3:9])=[C:4]([O:10][CH2:11][CH3:12])[CH:3]=1.C([Li])CCC.[CH3:18][O:19][C:20]1[CH:21]=[C:22]([CH:25]=[CH:26][CH:27]=1)[CH:23]=[O:24].C(O)(C)C. Product: [CH2:11]([O:10][C:4]1[CH:3]=[C:2]([CH:23]([C:22]2[CH:25]=[CH:26][CH:27]=[C:20]([O:19][CH3:18])[CH:21]=2)[OH:24])[CH:7]=[CH:6][C:5]=1[O:8][CH3:9])[CH3:12]. The catalyst class is: 20.